This data is from B-cell epitopes from IEDB database with 3,159 antigens for binding position prediction. The task is: Token-level Classification. Given an antigen amino acid sequence, predict which amino acid positions are active epitope sites capable of antibody binding. Output is a list of indices for active positions. (1) The epitope positions are: [62, 63, 64, 65, 66, 67, 68, 69, 70, 71, 72, 73, 74, 75, 76, 77, 78, 79, 80, 81]. The amino acids at these positions are: IMNSFVTDIFERIASEASRL. Given the antigen sequence: MPEVSSKGATISKKGFKKAVVKTQKKEGKKRKRTRKESYSIYIYKVLKQVHPDTGISSKAMSIMNSFVTDIFERIASEASRLAHYSKRSTISSREIQTAVRLLLPGELAKHAVSEGTKAVTKYTSSK, which amino acid positions are active epitope sites? (2) Given the antigen sequence: MRKFSRYAFTSMAALTLLSTLSPAALAIDSKNKPANSDIKFEVTQKSDAVKALKELPKSENVKNIYQDYAVTDVKTDKKGFTHYTLQPSVDGVHAPDKEVKVHADKSGKVVLINGDTDAKKVKPTNKVTLSKDDAADKAFKAVKIDKNKAKNLKDKVIKENKVEIDGDSNKYVYNVELITVTPEISHWKVKIDAQTGEILEKMNLVKEAAETGKGKGVLGDTKDININSIDGGFSLEDLTHQGKLSAFSFNDQTGQATLITNEDENFVKDEQRAGVDANYYAKQTYDYYKDTFGRESYDNQGSPIVSLTHVNNYGGQDNRNNAAWIGDKMIYGDGDGRTFTSLSGANDVVAHELTHGVTQETANLEYKDQSGALNESFSDVFGYFVDDEDFLMGEDVYTPGKEGDALRSMSNPEQFGQPAHMKDYVFTEKDNGGVHTNSGIPNKAAYNVIQAIGKSKSEQIYYRALTEYLTSNSNFKDCKDALYQAAKDLYDEQTAEQVY..., which amino acid positions are active epitope sites? The epitope positions are: [89, 90, 91, 92, 93, 94, 95, 96, 97, 98, 99, 100, 101, 102, 103, 104, 105, 106]. The amino acids at these positions are: VDGVHAPDKEVKVHADKS. (3) Given the antigen sequence: MARLVFLLVLCTLAAASVHRRLFHQARRHVTSVSLSRQPTLRERLIASGSWEDYQKQRYHYRKKILAKYAANKASKLQSANEIDELLRNYMDAQYYGVIQIGTPAQNFTVIFDTGSSNLWVPSRKCPFYDIACMLHHRYDSGASSTYKEDGRKMAIQYGTGSMKGFISKDIVCIAGICAEEQPFAEATSEPGLTFIAAKFDGILGMAFPEIAVLGVTPVFHTFIEQKKVPSPVFAFWLNRNPESEIGGEITFGGVDTRRYVEPITWTPVTRRGYWQFKMDMVQGGSSSIACPNGCQAIADTGTSLIAGPKAQVEAIQKYIGAEPLMKGEYMIPCDKVPSLPDVSFIIDGKTFTLKGEDYVLTVKAAGKSICLSGFMGMDFPEKIGELWILGDVFIGKYYTVFDVGQARVGFAQAKSEDGFPVGTPVRTFRQLQEDSDSDEDDVFTF, which amino acid positions are active epitope sites? The epitope positions are: [306, 307, 308, 309, 310, 311, 312, 313, 314, 315, 316, 317, 318]. The amino acids at these positions are: AGPKAQVEAIQKY. (4) The epitope positions are: [630, 631, 632, 633, 634, 635, 636, 637, 638, 639, 640, 641, 642, 643, 644, 645, 646, 647, 648, 649]. The amino acids at these positions are: VRMYVGGIEHRLSAACNWTR. Given the antigen sequence: MSTNPKPQRKTKRNTNRRPQDVKFPGGGQIVGGVYLLPRRGPRLGVRATRKTSERSQPRGRRQPIPKARRPEGRAWAQPGYPWPLYGNEGLGWAGWLLSPRGSRPSWGPTDPRRRSRNLGKVIDTLTCGFADLMGYIPLVGAPLGGAARALAHGVRVLEDGVNYATGNLPGCSFSIFLLALLSCLTIPASAYEVRNVSGVYHVTNDCSNSSIVYETADMIMHTPGCVPCVREDNSSRCWVALTPTLAARNGSVPTTAIRRHVDLLVGAAAFCSAMYVGDFCGSVFLVSQLFTLSPRRHETVQECNCSIYPGHVTGHRMAWDMMMNWSPTTALVVSQLLRIPQAVVDMVAGAHWGVLAGLAYYSMVGNWAKLLIVMLLFAGVDGGGPTRTIGGSQAQAASGLVSMFSVGPSQKIQLINTNGSWHINRTALNCNDSLNTGFLAALFYAHKFNSSGCPERMASCRPIDRFAQGWGPITYAEPGSLDQRPYCWHYAPQPCGIVP..., which amino acid positions are active epitope sites? (5) Given the antigen sequence: MAALTRDPQFQKLQQWYREHRSELNLRRLFDANKDRFNHFSLTLNTNHGHILVDYSKNLVTEDVMRMLVDLAKSRGVEAARERMFNGEKINYTEGRAVLHVALRNRSNTPILVDGKDVMPEVNKVLDKMKSFCQRVRSGDWKGYTGKTITDVINIGIVGSDLGPLMVTEALKPYSSGGPRVWYVSNIDGTHIAKTLAQLNPESSLFIIASKTFTTQETITNAETAKEWFLQAAKDPSAVAKHFVALSTNTTKVKEFGIDPQNMFEFWDWVGGRYSLWSAIGLSIALHVGFDNFEQLLSGAHWMDQHFRTTPLEKNAPVLLALLGIWYINCFGCETHAMLPYDQYLHRFAAYFQQGDMESNGKYITKSGTRVDHQTGPIVWGEPGTNGQHAFYQLIHQGTKMIPCDFLIPVQTQHPIRKGLHHKILLANFLAQTEALMRGKSTEEARKELQAAGKSPEDLERLLPHKVFEGNRPTNSIVFTKLTPFMLGALVAMYEHKIFV..., which amino acid positions are active epitope sites? The epitope positions are: [543, 544, 545, 546, 547, 548, 549, 550, 551, 552, 553, 554, 555, 556, 557]. The amino acids at these positions are: GLINFIKQQREARVQ. (6) Given the antigen sequence: MKTIIALSYIFCLALGQDLPGNDNNTATLCLGHHAVPNGTLVKTITDDQIEVTNATELVQSSSTGKICNNPHRILDGIDCTLIDALLGDPHCDVFQNETWDLFVERSKAFSNCYPYDVPDYASLRSLVASSGTLEFITEGFTWTGVTQNGGSNACKRGPDSGFFSRLNWLTKSGSTYPVLNVTMPNNDNFDKLYIWGVHHPSTNQEQTSLYVQASGRVTVSTRRSQQTIIPNIGSRPWVRGQSSRISIYWTIVKPGDVLVINSNGNLIAPRGYFKMRTGKSSIMRSDAPIDTCISECITPNGSIPNDKPFQNVNKITYGACPKYVKQNTLKLATGMRNVPEKQTRGLFGAIAGFIENGWEGMIDGWYGFRHQNSEGTGQAADLKSTQAAIDQINGKLNRVIEKTNEKFHQIEKEFSEVEGRIQDLEKYVEDTKIDLWSYNAELLVALENQHTIDLTDSEMNKLFEKTRRQLRENAEDMGNGCFKIYHKCDNACIESIRNG..., which amino acid positions are active epitope sites? The epitope positions are: [113, 114, 115, 116, 117, 118, 119, 120, 121]. The amino acids at these positions are: YPYDVPDYA.